This data is from Forward reaction prediction with 1.9M reactions from USPTO patents (1976-2016). The task is: Predict the product of the given reaction. (1) The product is: [CH2:1]([C:4]1[CH:9]=[C:8]([Br:10])[CH:7]=[CH:6][C:5]=1[O:11][CH3:12])[CH:2]=[CH2:3]. Given the reactants [CH2:1]([C:4]1[CH:9]=[C:8]([Br:10])[CH:7]=[CH:6][C:5]=1[OH:11])[CH:2]=[CH2:3].[C:12](=O)([O-])[O-].[K+].[K+].CI.O, predict the reaction product. (2) Given the reactants C[O:2][C:3]1[CH:4]=[CH:5][C:6]2[O:10][C:9]([C:11]3[CH:12]=[CH:13][C:14]([NH:17][CH3:18])=[N:15][CH:16]=3)=[CH:8][C:7]=2[CH:19]=1.C(Cl)Cl.B(Br)(Br)Br.C([O-])(O)=O.[Na+], predict the reaction product. The product is: [CH3:18][NH:17][C:14]1[N:15]=[CH:16][C:11]([C:9]2[O:10][C:6]3[CH:5]=[CH:4][C:3]([OH:2])=[CH:19][C:7]=3[CH:8]=2)=[CH:12][CH:13]=1.